Dataset: CYP2C9 inhibition data for predicting drug metabolism from PubChem BioAssay. Task: Regression/Classification. Given a drug SMILES string, predict its absorption, distribution, metabolism, or excretion properties. Task type varies by dataset: regression for continuous measurements (e.g., permeability, clearance, half-life) or binary classification for categorical outcomes (e.g., BBB penetration, CYP inhibition). Dataset: cyp2c9_veith. (1) The result is 1 (inhibitor). The drug is NC(=O)C1(N2CCCCC2)CCN(C(=O)c2cccn3c(=O)c4cc(Cl)ccc4nc23)CC1. (2) The drug is COc1ccc(-c2ccc(=O)n(CC(=O)Nc3nnc(C(C)C)s3)n2)cc1OC. The result is 1 (inhibitor). (3) The molecule is CCOc1ccc(OCC)c(-c2c(=O)n(OCc3ccccc3C(=O)OC)c3ccccc3[n+]2[O-])c1. The result is 1 (inhibitor). (4) The drug is CC(C)=CCC/C(C)=C/CO/N=C1/C[C@@H](O)[C@@H](O)[C@H]2[C@@H]1CC[C@@H]1C(=O)N(C[C@@H]3CCCO3)C(=O)[C@H]12. The result is 0 (non-inhibitor). (5) The molecule is FC(F)(F)c1ccc(N2CCN(c3cc(-c4ccccc4)nc4ncnn34)CC2)nc1. The result is 1 (inhibitor). (6) The drug is COc1ccc(-n2c(=O)c(CCc3ccccc3)nc3cnc(N4CCNCC4)nc32)cc1. The result is 0 (non-inhibitor). (7) The molecule is CC(C)NC(=O)N1CC[C@@]2(CCCN(C(=O)c3cnccn3)C2)C1. The result is 0 (non-inhibitor).